From a dataset of Reaction yield outcomes from USPTO patents with 853,638 reactions. Predict the reaction yield, written as a fraction of the theoretical maximum amount of product (1.0 means a 100% yield; for example, 0.34 means a 34% yield). (1) The reactants are [CH2:1]([Mg]Br)[CH:2]=[CH2:3].[O:6]1[CH2:11][CH2:10][C:9](=[O:12])[CH2:8][CH2:7]1. The catalyst is C1COCC1. The product is [CH2:3]([C:9]1([OH:12])[CH2:10][CH2:11][O:6][CH2:7][CH2:8]1)[CH:2]=[CH2:1]. The yield is 0.820. (2) The reactants are [OH-:1].[Li+].OO.C([C@@H]1COC(=O)N1[C:18](=O)[C@@H:19](C)[C@@:20]([O:28][Si:29]([C:32]([CH3:35])([CH3:34])[CH3:33])([CH3:31])[CH3:30])([C:22]1[CH:27]=[CH:26][CH:25]=[CH:24][CH:23]=1)[CH3:21])C1C=CC=CC=1.Cl.[Na+].[Cl-].[O:41]1[CH2:45]CCC1.O. No catalyst specified. The product is [Si:29]([O:28][C@:20]([C:22]1[CH:27]=[CH:26][CH:25]=[CH:24][CH:23]=1)([CH3:21])[C@H:19]([CH3:18])[C:45]([OH:41])=[O:1])([C:32]([CH3:34])([CH3:35])[CH3:33])([CH3:31])[CH3:30]. The yield is 0.240. (3) The reactants are [Cl:1][C:2]1[CH:7]=[CH:6][N:5]=[C:4]([NH2:8])[C:3]=1[I:9].[N+:10]([O-])([O-:12])=[O:11].[K+].[OH-].[NH4+]. The catalyst is OS(O)(=O)=O. The product is [Cl:1][C:2]1[C:7]([N+:10]([O-:12])=[O:11])=[CH:6][N:5]=[C:4]([NH2:8])[C:3]=1[I:9]. The yield is 0.290. (4) The reactants are [F:1][C:2]([F:16])([F:15])[O:3][C:4]1[CH:14]=[CH:13][C:7]([CH2:8][NH:9][C:10](=O)[CH3:11])=[CH:6][CH:5]=1.B. The catalyst is C1COCC1.C(OCC)C. The product is [CH2:10]([NH:9][CH2:8][C:7]1[CH:6]=[CH:5][C:4]([O:3][C:2]([F:1])([F:15])[F:16])=[CH:14][CH:13]=1)[CH3:11]. The yield is 0.210. (5) The reactants are [F:1][C:2]1([F:33])[O:6][C:5]2[CH:7]=[CH:8][C:9]([C:11]3([C:14]([NH:16][C:17]4[N:22]=[C:21]([C:23]5[C:24]([O:30]C)=[N:25][CH:26]=[C:27]([CH3:29])[CH:28]=5)[C:20]([CH3:32])=[CH:19][CH:18]=4)=[O:15])[CH2:13][CH2:12]3)=[CH:10][C:4]=2[O:3]1.[Si](I)(C)(C)C. The catalyst is CC#N.C(Cl)Cl.CCOC(C)=O. The product is [F:33][C:2]1([F:1])[O:6][C:5]2[CH:7]=[CH:8][C:9]([C:11]3([C:14]([NH:16][C:17]4[N:22]=[C:21]([C:23]5[C:24]([OH:30])=[N:25][CH:26]=[C:27]([CH3:29])[CH:28]=5)[C:20]([CH3:32])=[CH:19][CH:18]=4)=[O:15])[CH2:13][CH2:12]3)=[CH:10][C:4]=2[O:3]1. The yield is 0.840. (6) The reactants are [NH2:1][N:2]1[C:7](=[O:8])[C:6]([C:9]2[NH:14][C:13]3[CH:15]=[CH:16][CH:17]=[CH:18][C:12]=3[S:11](=[O:20])(=[O:19])[N:10]=2)=[C:5]([OH:21])[C:4]2[S:22][CH:23]=[CH:24][C:3]1=2.[CH3:25][C:26]([CH3:30])=[CH:27][CH:28]=O. The catalyst is CN(C)C(=O)C. The product is [O:19]=[S:11]1(=[O:20])[C:12]2[CH:18]=[CH:17][CH:16]=[CH:15][C:13]=2[NH:14][C:9]([C:6]2[C:7](=[O:8])[N:2]([N:1]=[CH:28][CH:27]=[C:26]([CH3:30])[CH3:25])[C:3]3[CH:24]=[CH:23][S:22][C:4]=3[C:5]=2[OH:21])=[N:10]1. The yield is 0.800. (7) The reactants are C[Mg]Br.[C:4]1(C)C=CC=CC=1.[CH2:11]([O:13][P:14]([N:19]1[CH:25]2[CH:20]1[CH2:21][CH2:22][N:23]([C:26]([O:28][CH2:29][C:30]1[CH:35]=[CH:34][CH:33]=[CH:32][CH:31]=1)=[O:27])[CH2:24]2)([O:16][CH2:17][CH3:18])=[O:15])[CH3:12].O. The catalyst is C1COCC1. The product is [CH2:11]([O:13][P:14]([NH:19][C@H:25]1[C@H:20]([CH3:4])[CH2:21][CH2:22][N:23]([C:26]([O:28][CH2:29][C:30]2[CH:35]=[CH:34][CH:33]=[CH:32][CH:31]=2)=[O:27])[CH2:24]1)([O:16][CH2:17][CH3:18])=[O:15])[CH3:12]. The yield is 0.480. (8) The reactants are [O:1]1[CH2:6][CH2:5][CH:4]([OH:7])[CH2:3][CH2:2]1.[CH3:8][C:9]([C:11]1[CH:12]=[CH:13][C:14](O)=[CH:15][C:16]=1[OH:17])=[O:10].C1(P(C2C=CC=CC=2)C2C=CC=CC=2)C=CC=CC=1.CCOC(/N=N/C(OCC)=O)=O. The catalyst is C(Cl)Cl.CCOCC. The product is [OH:17][C:16]1[CH:15]=[C:14]([O:7][CH:4]2[CH2:5][CH2:6][O:1][CH2:2][CH2:3]2)[CH:13]=[CH:12][C:11]=1[C:9](=[O:10])[CH3:8]. The yield is 0.310.